This data is from Reaction yield outcomes from USPTO patents with 853,638 reactions. The task is: Predict the reaction yield, written as a fraction of the theoretical maximum amount of product (1.0 means a 100% yield; for example, 0.34 means a 34% yield). (1) The reactants are [CH2:1]([O:3][C:4](=[O:18])/[CH:5]=[C:6](\[NH:14][C:15](=[O:17])[CH3:16])/[C@H:7]([CH3:13])[C@H:8]([CH3:12])/[CH:9]=[CH:10]/[CH3:11])[CH3:2]. The catalyst is [Pd].CO. The product is [CH2:1]([O:3][C:4](=[O:18])[CH2:5][C@@H:6]([NH:14][C:15](=[O:17])[CH3:16])[C@H:7]([CH3:13])[C@H:8]([CH3:12])[CH2:9][CH2:10][CH3:11])[CH3:2]. The yield is 0.920. (2) The reactants are C(N(C(C)C)CC)(C)C.[CH3:10][O:11][CH2:12]Cl.[OH:14][C:15]1[CH:16]=[C:17]([CH:22]=[CH:23][CH:24]=1)[C:18]([O:20][CH3:21])=[O:19]. The catalyst is ClCCl. The product is [CH3:10][O:11][CH2:12][O:14][C:15]1[CH:16]=[C:17]([CH:22]=[CH:23][CH:24]=1)[C:18]([O:20][CH3:21])=[O:19]. The yield is 0.800. (3) The reactants are [NH2:1][C:2]1[CH:7]=[CH:6][C:5]([Cl:8])=[CH:4][C:3]=1[C:9](=[O:13])[CH2:10][CH2:11][CH3:12].[O:14](S(C(F)(F)F)(=O)=O)[S:15]([C:18]([F:21])([F:20])[F:19])(=O)=[O:16]. The catalyst is ClCCl. The product is [C:9]([C:3]1[CH:4]=[C:5]([Cl:8])[CH:6]=[CH:7][C:2]=1[NH:1][S:15]([C:18]([F:21])([F:20])[F:19])(=[O:16])=[O:14])(=[O:13])[CH2:10][CH2:11][CH3:12]. The yield is 0.830. (4) The catalyst is CO.[Pd]. The product is [CH3:1][O:2][C:3]1[N:4]=[CH:5][C:6]([CH2:9][CH2:10][C:11]([O:13][CH3:14])=[O:12])=[CH:7][N:8]=1. The yield is 0.680. The reactants are [CH3:1][O:2][C:3]1[N:8]=[CH:7][C:6](/[CH:9]=[CH:10]/[C:11]([O:13][CH3:14])=[O:12])=[CH:5][N:4]=1. (5) The yield is 0.810. The catalyst is O. The product is [CH3:15][O:16][C:17]1[CH:22]=[CH:21][C:20]([CH2:23][C:24]2[NH:5][N:6]=[C:7]([NH2:9])[N:8]=2)=[CH:19][CH:18]=1. The reactants are [N+]([O-])(O)=O.[NH2:5][NH:6][C:7]([NH2:9])=[NH:8].CO.C[O-].[Na+].[CH3:15][O:16][C:17]1[CH:22]=[CH:21][C:20]([CH2:23][C:24](OC)=O)=[CH:19][CH:18]=1. (6) The reactants are [Cl:1][C:2]1[CH:7]=[C:6]([NH:8][C@@H:9]2[CH2:14][CH2:13][C@H:12]([C:15]([O:17]C)=[O:16])[CH2:11][CH2:10]2)[C:5]([N+:19]([O-:21])=[O:20])=[CH:4][N:3]=1.Cl. The catalyst is O1CCOCC1. The product is [ClH:1].[Cl:1][C:2]1[CH:7]=[C:6]([NH:8][C@@H:9]2[CH2:10][CH2:11][C@H:12]([C:15]([OH:17])=[O:16])[CH2:13][CH2:14]2)[C:5]([N+:19]([O-:21])=[O:20])=[CH:4][N:3]=1. The yield is 1.00. (7) The reactants are [Cl:1][C:2]1[C:3]([NH:18][C:19]2[CH:27]=[CH:26][C:25]([F:28])=[CH:24][C:20]=2[C:21]([OH:23])=O)=[CH:4][C:5]([NH:8][C:9]2[N:13]([CH:14]([CH3:16])[CH3:15])[N:12]=[C:11]([CH3:17])[CH:10]=2)=[N:6][CH:7]=1.C1C=CC2[N:37]([OH:38])N=NC=2C=1.[CH2:39](Cl)CCl.CCN(C(C)C)C(C)C. The catalyst is CN(C)C=O.C(O)(=O)C.O. The product is [Cl:1][C:2]1[C:3]([NH:18][C:19]2[CH:27]=[CH:26][C:25]([F:28])=[CH:24][C:20]=2[C:21]([NH:37][O:38][CH3:39])=[O:23])=[CH:4][C:5]([NH:8][C:9]2[N:13]([CH:14]([CH3:15])[CH3:16])[N:12]=[C:11]([CH3:17])[CH:10]=2)=[N:6][CH:7]=1. The yield is 0.487. (8) The reactants are [OH:1][CH2:2][CH:3]1[O:20][C:7]2([CH2:12][CH2:11][N:10]([C:13]([O:15][C:16]([CH3:19])([CH3:18])[CH3:17])=[O:14])[CH2:9][CH2:8]2)[CH2:6][N:5]([C:21]2[N:26]=[CH:25][CH:24]=[CH:23][N:22]=2)[CH2:4]1.C(N(CC)CC)C.[S:34](Cl)([C:37]1[CH:43]=[CH:42][C:40]([CH3:41])=[CH:39][CH:38]=1)(=[O:36])=[O:35]. The catalyst is ClCCl.CN(C)C1C=CN=CC=1. The product is [N:26]1[CH:25]=[CH:24][CH:23]=[N:22][C:21]=1[N:5]1[CH2:6][C:7]2([CH2:12][CH2:11][N:10]([C:13]([O:15][C:16]([CH3:19])([CH3:18])[CH3:17])=[O:14])[CH2:9][CH2:8]2)[O:20][CH:3]([CH2:2][O:1][S:34]([C:37]2[CH:43]=[CH:42][C:40]([CH3:41])=[CH:39][CH:38]=2)(=[O:36])=[O:35])[CH2:4]1. The yield is 0.890. (9) The reactants are [F:1][C:2]1[CH:10]=[C:9]2[C:5]([CH2:6][CH2:7][N:8]2[C:11]([O:13][C:14]([CH3:17])([CH3:16])[CH3:15])=[O:12])=[CH:4][CH:3]=1.[Br:18]N1C(=O)CCC1=O. The catalyst is C(Cl)Cl. The product is [Br:18][C:3]1[CH:4]=[C:5]2[C:9](=[CH:10][C:2]=1[F:1])[N:8]([C:11]([O:13][C:14]([CH3:17])([CH3:16])[CH3:15])=[O:12])[CH2:7][CH2:6]2. The yield is 0.900.